Task: Predict the reactants needed to synthesize the given product.. Dataset: Full USPTO retrosynthesis dataset with 1.9M reactions from patents (1976-2016) Given the product [CH3:1][N:2]([CH2:3][CH2:4][C:5]1[CH:10]=[CH:9][CH:8]=[CH:7][CH:6]=1)[C:21]1[N:26]=[C:25](/[CH:27]=[C:28]2/[C:29](=[O:34])[NH:30][C:31](=[O:33])[S:32]/2)[CH:24]=[CH:23][CH:22]=1, predict the reactants needed to synthesize it. The reactants are: [CH3:1][NH:2][CH2:3][CH2:4][C:5]1[CH:10]=[CH:9][CH:8]=[CH:7][CH:6]=1.CCN(C(C)C)C(C)C.Br[C:21]1[N:26]=[C:25](/[CH:27]=[C:28]2/[C:29](=[O:34])[NH:30][C:31](=[O:33])[S:32]/2)[CH:24]=[CH:23][CH:22]=1.